Dataset: NCI-60 drug combinations with 297,098 pairs across 59 cell lines. Task: Regression. Given two drug SMILES strings and cell line genomic features, predict the synergy score measuring deviation from expected non-interaction effect. (1) Drug 1: C1=CC(=CC=C1CCC2=CNC3=C2C(=O)NC(=N3)N)C(=O)NC(CCC(=O)O)C(=O)O. Drug 2: CC1=CC2C(CCC3(C2CCC3(C(=O)C)OC(=O)C)C)C4(C1=CC(=O)CC4)C. Cell line: NCI-H322M. Synergy scores: CSS=4.56, Synergy_ZIP=0.110, Synergy_Bliss=-4.30, Synergy_Loewe=-28.8, Synergy_HSA=-8.37. (2) Drug 1: C1=CN(C=N1)CC(O)(P(=O)(O)O)P(=O)(O)O. Drug 2: C1CN(CCN1C(=O)CCBr)C(=O)CCBr. Cell line: OVCAR-8. Synergy scores: CSS=11.3, Synergy_ZIP=-6.30, Synergy_Bliss=-2.60, Synergy_Loewe=-1.75, Synergy_HSA=-1.71. (3) Synergy scores: CSS=1.39, Synergy_ZIP=4.76, Synergy_Bliss=9.47, Synergy_Loewe=3.80, Synergy_HSA=3.27. Cell line: NCI-H322M. Drug 2: C(CCl)NC(=O)N(CCCl)N=O. Drug 1: CN(C)C1=NC(=NC(=N1)N(C)C)N(C)C. (4) Drug 1: CS(=O)(=O)CCNCC1=CC=C(O1)C2=CC3=C(C=C2)N=CN=C3NC4=CC(=C(C=C4)OCC5=CC(=CC=C5)F)Cl. Drug 2: C(CN)CNCCSP(=O)(O)O. Cell line: PC-3. Synergy scores: CSS=1.29, Synergy_ZIP=1.52, Synergy_Bliss=2.83, Synergy_Loewe=1.73, Synergy_HSA=0.0609. (5) Drug 1: CC1=C2C(C(=O)C3(C(CC4C(C3C(C(C2(C)C)(CC1OC(=O)C(C(C5=CC=CC=C5)NC(=O)C6=CC=CC=C6)O)O)OC(=O)C7=CC=CC=C7)(CO4)OC(=O)C)O)C)OC(=O)C. Drug 2: C(CC(=O)O)C(=O)CN.Cl. Cell line: A549. Synergy scores: CSS=38.9, Synergy_ZIP=1.24, Synergy_Bliss=1.86, Synergy_Loewe=-29.9, Synergy_HSA=-0.907. (6) Drug 1: CNC(=O)C1=CC=CC=C1SC2=CC3=C(C=C2)C(=NN3)C=CC4=CC=CC=N4. Drug 2: CN(C(=O)NC(C=O)C(C(C(CO)O)O)O)N=O. Cell line: UACC62. Synergy scores: CSS=2.51, Synergy_ZIP=-3.86, Synergy_Bliss=-7.96, Synergy_Loewe=-7.04, Synergy_HSA=-7.24.